From a dataset of CYP3A4 inhibition data for predicting drug metabolism from PubChem BioAssay. Regression/Classification. Given a drug SMILES string, predict its absorption, distribution, metabolism, or excretion properties. Task type varies by dataset: regression for continuous measurements (e.g., permeability, clearance, half-life) or binary classification for categorical outcomes (e.g., BBB penetration, CYP inhibition). Dataset: cyp3a4_veith. The molecule is Cc1ccc(S(=O)(=O)CC(O)CN2CCCC2=O)cc1. The result is 0 (non-inhibitor).